From a dataset of Reaction yield outcomes from USPTO patents with 853,638 reactions. Predict the reaction yield, written as a fraction of the theoretical maximum amount of product (1.0 means a 100% yield; for example, 0.34 means a 34% yield). (1) The yield is 0.886. The product is [OH:8][C:9]1[C:14](=[O:15])[N:13]2[CH:16]=[C:17]([CH3:20])[CH:18]=[CH:19][C:12]2=[N:11][C:10]=1[C:21]1[O:22][C:23]([C:26]2[CH:27]=[C:28]([CH3:32])[CH:29]=[CH:30][CH:31]=2)=[N:24][N:25]=1. The catalyst is C(#N)C.O. The reactants are C([O:8][C:9]1[C:14](=[O:15])[N:13]2[CH:16]=[C:17]([CH3:20])[CH:18]=[CH:19][C:12]2=[N:11][C:10]=1[C:21]1[O:22][C:23]([C:26]2[CH:27]=[C:28]([CH3:32])[CH:29]=[CH:30][CH:31]=2)=[N:24][N:25]=1)C1C=CC=CC=1.C[Si](I)(C)C.N#N.CO. (2) The reactants are [CH3:1][N:2]([CH3:28])[CH2:3][CH2:4][C@@H:5]([NH:14][C:15]1[CH:20]=[CH:19][C:18]([S:21]([NH2:24])(=[O:23])=[O:22])=[CH:17][C:16]=1[N+:25]([O-:27])=[O:26])[CH2:6][S:7][C:8]1[CH:13]=[CH:12][CH:11]=[CH:10][CH:9]=1.C(N(CC)CC)C.Cl[C:37](OC1C=CC([N+]([O-])=O)=CC=1)=[O:38].[N+:49]([C:52]1[CH:57]=[CH:56][C:55]([N:58]2[CH2:63][CH2:62][NH:61][CH2:60][CH2:59]2)=[CH:54][CH:53]=1)([O-:51])=[O:50]. The catalyst is ClCCl.CN(C1C=CN=CC=1)C. The product is [CH3:28][N:2]([CH3:1])[CH2:3][CH2:4][C@@H:5]([NH:14][C:15]1[CH:20]=[CH:19][C:18]([S:21]([NH:24][C:37]([N:61]2[CH2:62][CH2:63][N:58]([C:55]3[CH:54]=[CH:53][C:52]([N+:49]([O-:51])=[O:50])=[CH:57][CH:56]=3)[CH2:59][CH2:60]2)=[O:38])(=[O:22])=[O:23])=[CH:17][C:16]=1[N+:25]([O-:27])=[O:26])[CH2:6][S:7][C:8]1[CH:9]=[CH:10][CH:11]=[CH:12][CH:13]=1. The yield is 0.430. (3) The reactants are [CH2:1]([C:8]1[C:17]([OH:18])=[CH:16][CH:15]=[C:14]2[C:9]=1[C:10](=[O:26])[N:11](CCCCO)[C:12](=[O:20])[N:13]2[CH3:19])[C:2]1[CH:7]=[CH:6][CH:5]=[CH:4][CH:3]=1.[F:43][C:42]([F:45])([F:44])[S:39](N([S:39]([C:42]([F:45])([F:44])[F:43])(=[O:41])=[O:40])C1C=CC=CC=1)(=[O:41])=[O:40]. The catalyst is C(Cl)Cl.O. The product is [F:45][C:42]([F:43])([F:44])[S:39]([O:18][C:17]1[C:8]([CH2:1][C:2]2[CH:3]=[CH:4][CH:5]=[CH:6][CH:7]=2)=[C:9]2[C:14](=[CH:15][CH:16]=1)[N:13]([CH3:19])[C:12](=[O:20])[N:11]([CH2:15][CH2:16][CH2:17][OH:18])[C:10]2=[O:26])(=[O:40])=[O:41]. The yield is 0.580. (4) The reactants are Cl[C:2]1[N:7]=[C:6]([C:8]2[S:12][C:11]([CH2:13][CH3:14])=[N:10][C:9]=2[C:15]2[CH:16]=[C:17]([NH:21][C:22](=[O:31])[C:23]3[C:28]([F:29])=[CH:27][CH:26]=[CH:25][C:24]=3[F:30])[CH:18]=[CH:19][CH:20]=2)[CH:5]=[CH:4][N:3]=1.Cl.[N:33]1([CH:39]2[CH2:44][CH2:43][N:42]([C:45]3[CH:50]=[CH:49][C:48]([NH2:51])=[CH:47][C:46]=3[F:52])[CH2:41][CH2:40]2)[CH2:38][CH2:37][CH2:36][CH2:35][CH2:34]1.CC(O)C.Cl. The catalyst is O1CCOCC1. The product is [N:33]1([CH:39]2[CH2:44][CH2:43][N:42]([C:45]3[CH:50]=[CH:49][C:48]([NH:51][C:2]4[N:7]=[C:6]([C:8]5[S:12][C:11]([CH2:13][CH3:14])=[N:10][C:9]=5[C:15]5[CH:16]=[C:17]([NH:21][C:22](=[O:31])[C:23]6[C:28]([F:29])=[CH:27][CH:26]=[CH:25][C:24]=6[F:30])[CH:18]=[CH:19][CH:20]=5)[CH:5]=[CH:4][N:3]=4)=[CH:47][C:46]=3[F:52])[CH2:41][CH2:40]2)[CH2:38][CH2:37][CH2:36][CH2:35][CH2:34]1. The yield is 0.300. (5) The reactants are [NH2:1][CH2:2][CH2:3][CH2:4][N:5]1[CH2:10][CH2:9][CH2:8][CH2:7][CH2:6]1.[C:11]([O:15][C:16]([NH:18][C:19]1[CH:24]=[CH:23][CH:22]=[CH:21][C:20]=1[NH:25][C:26](=[O:40])[C:27]1[CH:32]=[CH:31][C:30]([C:33]2[CH:38]=[CH:37][N:36]=[C:35](Cl)[N:34]=2)=[CH:29][CH:28]=1)=[O:17])([CH3:14])([CH3:13])[CH3:12]. The catalyst is CN(C)C(=O)C. The product is [C:11]([O:15][C:16]([NH:18][C:19]1[CH:24]=[CH:23][CH:22]=[CH:21][C:20]=1[NH:25][C:26](=[O:40])[C:27]1[CH:32]=[CH:31][C:30]([C:33]2[CH:38]=[CH:37][N:36]=[C:35]([NH:1][CH2:2][CH2:3][CH2:4][N:5]3[CH2:10][CH2:9][CH2:8][CH2:7][CH2:6]3)[N:34]=2)=[CH:29][CH:28]=1)=[O:17])([CH3:14])([CH3:12])[CH3:13]. The yield is 0.450. (6) The reactants are [CH3:1][O:2][C:3]1[CH:11]=[CH:10][CH:9]=[C:8]2[C:4]=1[CH2:5][CH2:6][C:7]2=O.[NH2:13][OH:14].Cl.C([O-])(=O)C.[Na+]. The catalyst is CO. The product is [CH3:1][O:2][C:3]1[CH:11]=[CH:10][CH:9]=[C:8]2[C:4]=1[CH2:5][CH2:6][C:7]2=[N:13][OH:14]. The yield is 0.990. (7) The reactants are [C:1]([NH:9][C:10]1[CH:15]=[CH:14][C:13]([C:16]2[CH:24]=[C:23]3[C:19]([CH2:20][N:21]([C@@H:26]([CH:31]([CH3:33])[CH3:32])[C:27]([O:29][CH3:30])=[O:28])[C:22]3=[O:25])=[CH:18][CH:17]=2)=[CH:12][CH:11]=1)(=[O:8])[C:2]1[CH:7]=[CH:6][CH:5]=[CH:4][CH:3]=1.NC1C=CC(C2C=C3C(CN([C@@H](C(C)C)[C:52]([O:54]C)=[O:53])C3=O)=CC=2)=CC=1.O1C2C=CC(C(Cl)=O)=CC=2OC1. No catalyst specified. The product is [O:53]1[C:5]2[CH:6]=[CH:7][C:2]([C:1]([NH:9][C:10]3[CH:11]=[CH:12][C:13]([C:16]4[CH:24]=[C:23]5[C:19]([CH2:20][N:21]([C@@H:26]([CH:31]([CH3:33])[CH3:32])[C:27]([O:29][CH3:30])=[O:28])[C:22]5=[O:25])=[CH:18][CH:17]=4)=[CH:14][CH:15]=3)=[O:8])=[CH:3][C:4]=2[O:54][CH2:52]1. The yield is 0.837. (8) The reactants are [NH2:1][C:2]1[N:7]=[C:6]([CH2:8][O:9][C:10]2[C:19]3[C:14](=[CH:15][CH:16]=[CH:17][CH:18]=3)[C:13]([NH:20][C:21]([NH:23][C:24]3[N:28]([C:29]4[CH:34]=[CH:33][C:32]([CH3:35])=[CH:31][CH:30]=4)[N:27]=[C:26]([C:36]([CH3:39])([CH3:38])[CH3:37])[CH:25]=3)=[O:22])=[CH:12][CH:11]=2)[CH:5]=[CH:4][N:3]=1.[CH3:40][O:41][CH2:42][C:43](Cl)=[O:44].CCN(C(C)C)C(C)C. The catalyst is C(Cl)Cl.CN(C=O)C. The product is [C:36]([C:26]1[CH:25]=[C:24]([NH:23][C:21](=[O:22])[NH:20][C:13]2[C:14]3[C:19](=[CH:18][CH:17]=[CH:16][CH:15]=3)[C:10]([O:9][CH2:8][C:6]3[CH:5]=[CH:4][N:3]=[C:2]([NH:1][C:43](=[O:44])[CH2:42][O:41][CH3:40])[N:7]=3)=[CH:11][CH:12]=2)[N:28]([C:29]2[CH:30]=[CH:31][C:32]([CH3:35])=[CH:33][CH:34]=2)[N:27]=1)([CH3:39])([CH3:38])[CH3:37]. The yield is 0.190. (9) The reactants are [CH2:1]([O:4][C:5]1[C:6]([CH2:20][CH3:21])=[C:7]([CH2:15][C:16](OC)=[O:17])[CH:8]=[C:9]([O:11][CH2:12][CH:13]=[CH2:14])[CH:10]=1)[CH:2]=[CH2:3].[H-].C([Al+]CC(C)C)C(C)C.C1(C)C=CC=CC=1.C(C(C(C([O-])=O)O)O)([O-])=O.[Na+].[K+]. The catalyst is ClCCl. The product is [CH2:1]([O:4][C:5]1[C:6]([CH2:20][CH3:21])=[C:7]([CH2:15][CH2:16][OH:17])[CH:8]=[C:9]([O:11][CH2:12][CH:13]=[CH2:14])[CH:10]=1)[CH:2]=[CH2:3]. The yield is 0.970.